From a dataset of Reaction yield outcomes from USPTO patents with 853,638 reactions. Predict the reaction yield, written as a fraction of the theoretical maximum amount of product (1.0 means a 100% yield; for example, 0.34 means a 34% yield). (1) The reactants are [N+]([C:4]1[CH:11]=[C:10]([C:12]([F:15])([F:14])[F:13])[CH:9]=[CH:8][C:5]=1[C:6]#[N:7])([O-])=O.[C:16]([O:20][CH3:21])(=[O:19])[CH2:17][SH:18].CN1C(=O)CCC1.O.[OH-].[Li+]. The catalyst is O. The product is [C:16]([C:17]1[S:18][C:4]2[CH:11]=[C:10]([C:12]([F:15])([F:14])[F:13])[CH:9]=[CH:8][C:5]=2[C:6]=1[NH2:7])([O:20][CH3:21])=[O:19]. The yield is 0.935. (2) The reactants are [CH3:1][O:2][C:3]1[CH:4]=[C:5]2[C:10](=[CH:11][C:12]=1[O:13][CH3:14])[N:9]=[CH:8][CH:7]=[C:6]2[O:15][C:16]1[CH:22]=[CH:21][C:19]([NH2:20])=[CH:18][CH:17]=1.ClC(Cl)(O[C:27](=[O:33])OC(Cl)(Cl)Cl)Cl.[CH2:35]([N:42]1[CH2:46][CH2:45][C@@H:44]([NH2:47])[CH2:43]1)[C:36]1[CH:41]=[CH:40][CH:39]=[CH:38][CH:37]=1.C(=O)([O-])O.[Na+]. The catalyst is C(N(CC)CC)C.C(Cl)(Cl)Cl. The product is [CH2:35]([N:42]1[CH2:46][CH2:45][C@@H:44]([NH:47][C:27]([NH:20][C:19]2[CH:21]=[CH:22][C:16]([O:15][C:6]3[C:5]4[C:10](=[CH:11][C:12]([O:13][CH3:14])=[C:3]([O:2][CH3:1])[CH:4]=4)[N:9]=[CH:8][CH:7]=3)=[CH:17][CH:18]=2)=[O:33])[CH2:43]1)[C:36]1[CH:37]=[CH:38][CH:39]=[CH:40][CH:41]=1. The yield is 0.320. (3) The reactants are [NH2:1][CH2:2][CH2:3][CH2:4][N:5]1[CH2:10][CH2:9][CH2:8][CH2:7][CH2:6]1.[C:11]([O:15][C:16]([NH:18][C:19]1[CH:24]=[CH:23][CH:22]=[CH:21][C:20]=1[NH:25][C:26](=[O:46])[C:27]1[CH:32]=[CH:31][C:30]([C:33]2[C:34]3[S:45][CH:44]=[CH:43][C:35]=3[N:36]=[C:37](S(C)(=O)=O)[N:38]=2)=[CH:29][CH:28]=1)=[O:17])([CH3:14])([CH3:13])[CH3:12]. The catalyst is CN(C)C(=O)C. The product is [C:11]([O:15][C:16]([NH:18][C:19]1[CH:24]=[CH:23][CH:22]=[CH:21][C:20]=1[NH:25][C:26](=[O:46])[C:27]1[CH:32]=[CH:31][C:30]([C:33]2[C:34]3[S:45][CH:44]=[CH:43][C:35]=3[N:36]=[C:37]([NH:1][CH2:2][CH2:3][CH2:4][N:5]3[CH2:10][CH2:9][CH2:8][CH2:7][CH2:6]3)[N:38]=2)=[CH:29][CH:28]=1)=[O:17])([CH3:14])([CH3:12])[CH3:13]. The yield is 0.260. (4) The reactants are [CH2:1]([C:3]([C:26]1[CH:31]=[CH:30][C:29]([OH:32])=[C:28]([CH3:33])[CH:27]=1)([C:6]1[CH:11]=[CH:10][C:9](/[CH:12]=[CH:13]/[C:14]([CH2:23][CH3:24])([OH:22])[CH2:15][CH2:16][CH2:17][CH2:18][CH2:19][CH2:20][CH3:21])=[C:8]([CH3:25])[CH:7]=1)[CH2:4][CH3:5])[CH3:2].C([O-])([O-])=O.[K+].[K+].C1(C)C=CC(S([CH2:49][C@H:50]2[O:54][C:53](=[O:55])[CH2:52][CH2:51]2)(=O)=O)=CC=1.C(OCC)(=O)C. The catalyst is CN(C=O)C. The product is [CH2:1]([C:3]([C:26]1[CH:31]=[CH:30][C:29]([O:32][CH2:49][C@H:50]2[O:54][C:53](=[O:55])[CH2:52][CH2:51]2)=[C:28]([CH3:33])[CH:27]=1)([C:6]1[CH:11]=[CH:10][C:9](/[CH:12]=[CH:13]/[C:14]([CH2:23][CH3:24])([OH:22])[CH2:15][CH2:16][CH2:17][CH2:18][CH2:19][CH2:20][CH3:21])=[C:8]([CH3:25])[CH:7]=1)[CH2:4][CH3:5])[CH3:2]. The yield is 0.510. (5) The reactants are C([O-])=O.[NH4+].[CH:5]([NH:8][C:9]([C:11]1[C:19]2[C:14](=[N:15][CH:16]=[C:17]([C:20]3[C:28]4[C:23](=[CH:24][C:25]([F:29])=[CH:26][CH:27]=4)[N:22]([CH:30]4[CH2:33][N:32](C(C5C=CC=CC=5)C5C=CC=CC=5)[CH2:31]4)[N:21]=3)[N:18]=2)[N:13]([CH2:47][O:48][CH2:49][CH2:50][Si:51]([CH3:54])([CH3:53])[CH3:52])[CH:12]=1)=[O:10])([CH3:7])[CH3:6]. The catalyst is CO.C1COCC1.[Pd]. The product is [CH:5]([NH:8][C:9]([C:11]1[C:19]2[C:14](=[N:15][CH:16]=[C:17]([C:20]3[C:28]4[C:23](=[CH:24][C:25]([F:29])=[CH:26][CH:27]=4)[N:22]([CH:30]4[CH2:33][NH:32][CH2:31]4)[N:21]=3)[N:18]=2)[N:13]([CH2:47][O:48][CH2:49][CH2:50][Si:51]([CH3:53])([CH3:52])[CH3:54])[CH:12]=1)=[O:10])([CH3:7])[CH3:6]. The yield is 0.680. (6) The reactants are [CH2:1]([N:3]([CH2:17][O:18]C)[C:4](=[O:16])[C:5]1[C:10]([Si:11]([CH3:14])([CH3:13])[CH3:12])=[CH:9][CH:8]=[CH:7][C:6]=1[CH3:15])[CH3:2]. The catalyst is C(#N)C.Cl. The product is [CH2:1]([N:3]([CH2:17][OH:18])[C:4](=[O:16])[C:5]1[C:10]([Si:11]([CH3:12])([CH3:13])[CH3:14])=[CH:9][CH:8]=[CH:7][C:6]=1[CH3:15])[CH3:2]. The yield is 0.210. (7) The reactants are [CH3:1][NH:2][C:3](=[O:13])[C@H:4]([CH2:6][C:7]1[CH:12]=[CH:11][CH:10]=[CH:9][CH:8]=1)[NH2:5].C(=O)[C:15]1[CH:20]=[CH:19][CH:18]=[CH:17][CH:16]=1.O.[C:23]1(C)C=CC(S(O)(=O)=O)=CC=1.C(OCC)(=O)C. The catalyst is CO. The product is [CH2:6]([C@@H:4]1[NH:5][C@H:1]([C:15]2[CH:20]=[CH:19][CH:18]=[CH:17][CH:16]=2)[N:2]([CH3:23])[C:3]1=[O:13])[C:7]1[CH:12]=[CH:11][CH:10]=[CH:9][CH:8]=1. The yield is 0.320.